This data is from Forward reaction prediction with 1.9M reactions from USPTO patents (1976-2016). The task is: Predict the product of the given reaction. (1) Given the reactants [Br:1][C:2]1[CH:10]=[C:6]([C:7]([OH:9])=O)[C:5]([OH:11])=[CH:4][CH:3]=1.[N:12]1([C:17]2[CH:23]=[CH:22][C:21]([C:24]([F:27])([F:26])[F:25])=[CH:20][C:18]=2[NH2:19])[CH2:16][CH2:15][CH2:14][CH2:13]1, predict the reaction product. The product is: [Br:1][C:2]1[CH:3]=[CH:4][C:5]([OH:11])=[C:6]([CH:10]=1)[C:7]([NH:19][C:18]1[CH:20]=[C:21]([C:24]([F:25])([F:26])[F:27])[CH:22]=[CH:23][C:17]=1[N:12]1[CH2:16][CH2:15][CH2:14][CH2:13]1)=[O:9]. (2) Given the reactants C1(N[C:7]2[C:12]([CH3:13])=[C:11]([CH3:14])[N:10]=[C:9]([NH:15][CH2:16][C:17]3[CH:22]=[CH:21][CH:20]=[CH:19][N:18]=3)[N:8]=2)CCCC1.[O:23]1[C:32]2[C:27](=[CH:28][CH:29]=[CH:30][CH:31]=2)[CH:26]([NH2:33])[CH2:25][CH2:24]1, predict the reaction product. The product is: [O:23]1[C:32]2[C:27](=[CH:28][CH:29]=[CH:30][CH:31]=2)[CH:26]([NH:33][C:7]2[C:12]([CH3:13])=[C:11]([CH3:14])[N:10]=[C:9]([NH:15][CH2:16][C:17]3[CH:22]=[CH:21][CH:20]=[CH:19][N:18]=3)[N:8]=2)[CH2:25][CH2:24]1. (3) Given the reactants [H-].[Na+].[Cl:3][C:4]1[CH:5]=[C:6]2[C:10](=[CH:11][CH:12]=1)[NH:9][CH:8]=[C:7]2[C:13]([O:15][CH3:16])=[O:14].Cl[C:18]1[C:27]2[C:22](=[CH:23][CH:24]=[CH:25][CH:26]=2)[N:21]=[CH:20][CH:19]=1.O, predict the reaction product. The product is: [Cl:3][C:4]1[CH:5]=[C:6]2[C:10](=[CH:11][CH:12]=1)[N:9]([C:18]1[C:27]3[C:22](=[CH:23][CH:24]=[CH:25][CH:26]=3)[N:21]=[CH:20][CH:19]=1)[CH:8]=[C:7]2[C:13]([O:15][CH3:16])=[O:14]. (4) Given the reactants C([O:3][C:4](=[O:35])[C:5]1[CH:10]=[CH:9][CH:8]=[C:7]([NH:11][C:12]2[N:17]=[CH:16][C:15]3=[CH:18][CH:19]=[C:20]([C:21]4[CH:26]=[CH:25][CH:24]=[C:23]([S:27](=[O:34])(=[O:33])[NH:28][C:29]([CH3:32])([CH3:31])[CH3:30])[CH:22]=4)[N:14]3[N:13]=2)[CH:6]=1)C.O, predict the reaction product. The product is: [C:29]([NH:28][S:27]([C:23]1[CH:22]=[C:21]([C:20]2[N:14]3[C:15]([CH:16]=[N:17][C:12]([NH:11][C:7]4[CH:6]=[C:5]([CH:10]=[CH:9][CH:8]=4)[C:4]([OH:35])=[O:3])=[N:13]3)=[CH:18][CH:19]=2)[CH:26]=[CH:25][CH:24]=1)(=[O:33])=[O:34])([CH3:32])([CH3:30])[CH3:31].